From a dataset of Full USPTO retrosynthesis dataset with 1.9M reactions from patents (1976-2016). Predict the reactants needed to synthesize the given product. (1) Given the product [CH:1]1([CH2:6][CH:7]([C:18]2[NH:22][C:21]([C:23](=[S:36])[NH2:25])=[C:20]([CH3:26])[CH:19]=2)[C:8]2[CH:13]=[CH:12][C:11]([S:14]([CH3:17])(=[O:16])=[O:15])=[CH:10][CH:9]=2)[CH2:5][CH2:4][CH2:3][CH2:2]1, predict the reactants needed to synthesize it. The reactants are: [CH:1]1([CH2:6][CH:7]([C:18]2[NH:22][C:21]([C:23]([NH2:25])=O)=[C:20]([CH3:26])[CH:19]=2)[C:8]2[CH:13]=[CH:12][C:11]([S:14]([CH3:17])(=[O:16])=[O:15])=[CH:10][CH:9]=2)[CH2:5][CH2:4][CH2:3][CH2:2]1.COC1C=CC(P2(SP(C3C=CC(OC)=CC=3)(=S)S2)=[S:36])=CC=1. (2) Given the product [CH:10]([C:2]1[C:3]([CH3:9])=[C:4]([C:7]#[N:8])[S:5][CH:6]=1)=[CH2:11], predict the reactants needed to synthesize it. The reactants are: Br[C:2]1[C:3]([CH3:9])=[C:4]([C:7]#[N:8])[S:5][CH:6]=1.[CH:10]([B-](F)(F)F)=[CH2:11].[K+]. (3) The reactants are: [N:1]1[CH:6]=[CH:5][CH:4]=[C:3]([CH:7]=[C:8]2[C:13](=[O:14])[CH:12]3[CH2:15][CH2:16][N:9]2[CH2:10][CH2:11]3)[CH:2]=1.Cl. Given the product [N:1]1[CH:6]=[CH:5][CH:4]=[C:3]([CH2:7][CH:8]2[C:13](=[O:14])[CH:12]3[CH2:11][CH2:10][N:9]2[CH2:16][CH2:15]3)[CH:2]=1, predict the reactants needed to synthesize it. (4) The reactants are: [CH3:1][C:2]1[CH:22]=[C:21]([N+:23]([O-:25])=[O:24])[CH:20]=[CH:19][C:3]=1[O:4][C:5]1[CH:10]=[CH:9][N:8]=[C:7]([NH:11]C(=O)OC(C)(C)C)[CH:6]=1.C(O)(C(F)(F)F)=O. Given the product [CH3:1][C:2]1[CH:22]=[C:21]([N+:23]([O-:25])=[O:24])[CH:20]=[CH:19][C:3]=1[O:4][C:5]1[CH:10]=[CH:9][N:8]=[C:7]([NH2:11])[CH:6]=1, predict the reactants needed to synthesize it. (5) Given the product [CH2:19]([O:17][C:16](=[O:18])[C@H:11]([CH2:12][CH2:13][S:14][CH3:15])[NH:10][C:8](=[O:9])[CH2:7][C:1]1[CH:2]=[CH:3][CH:4]=[CH:5][CH:6]=1)[CH:20]([CH3:22])[CH3:21], predict the reactants needed to synthesize it. The reactants are: [C:1]1([CH2:7][C:8]([NH:10][C@H:11]([C:16]([OH:18])=[O:17])[CH2:12][CH2:13][S:14][CH3:15])=[O:9])[CH:6]=[CH:5][CH:4]=[CH:3][CH:2]=1.[CH2:19](O)[CH:20]([CH3:22])[CH3:21].C(Cl)CCl. (6) Given the product [Cl:1][C:2]1[CH:25]=[CH:24][C:5]([CH2:6][NH:7][C:8]([C:10]2[C:11](=[O:23])[C:12]3[S:19][C:18]([CH2:20][N:38]([CH2:37][CH:36]([OH:40])[C:33]4[CH:34]=[N:35][C:30]([O:29][CH3:28])=[CH:31][CH:32]=4)[CH3:39])=[C:17]([CH3:22])[C:13]=3[N:14]([CH3:16])[CH:15]=2)=[O:9])=[CH:4][CH:3]=1, predict the reactants needed to synthesize it. The reactants are: [Cl:1][C:2]1[CH:25]=[CH:24][C:5]([CH2:6][NH:7][C:8]([C:10]2[C:11](=[O:23])[C:12]3[S:19][C:18]([CH2:20]Cl)=[C:17]([CH3:22])[C:13]=3[N:14]([CH3:16])[CH:15]=2)=[O:9])=[CH:4][CH:3]=1.Cl.Cl.[CH3:28][O:29][C:30]1[N:35]=[CH:34][C:33]([CH:36]([OH:40])[CH2:37][NH:38][CH3:39])=[CH:32][CH:31]=1.C(N(C(C)C)CC)(C)C.